This data is from Forward reaction prediction with 1.9M reactions from USPTO patents (1976-2016). The task is: Predict the product of the given reaction. Given the reactants I[Si](C)(C)C.[OH:6][C:7]1[CH:8]=[C:9]([CH:19]=[C:20]([O:22][C@H:23]([CH2:26][O:27]C)[CH2:24][CH3:25])[CH:21]=1)[C:10]([NH:12][C:13]1[CH:17]=[CH:16][N:15]([CH3:18])[N:14]=1)=[O:11].C(=O)([O-])O.[Na+].S([O-])([O-])(=O)=S.[Na+].[Na+], predict the reaction product. The product is: [OH:6][C:7]1[CH:8]=[C:9]([CH:19]=[C:20]([O:22][C@H:23]([CH2:26][OH:27])[CH2:24][CH3:25])[CH:21]=1)[C:10]([NH:12][C:13]1[CH:17]=[CH:16][N:15]([CH3:18])[N:14]=1)=[O:11].